Dataset: Reaction yield outcomes from USPTO patents with 853,638 reactions. Task: Predict the reaction yield, written as a fraction of the theoretical maximum amount of product (1.0 means a 100% yield; for example, 0.34 means a 34% yield). (1) The reactants are [C:1]([NH:3][C:4](=[N:12][C:13]1[CH:18]=[CH:17][C:16]([O:19][CH2:20][CH2:21][N:22]2[CH2:26][CH2:25][CH2:24][CH2:23]2)=[CH:15][CH:14]=1)OC1C=CC=CC=1)#[N:2].[NH:27]([C:29]1[C:30]2[CH2:40][CH2:39][CH2:38][CH2:37][CH2:36][CH2:35][C:31]=2[N:32]=[CH:33][N:34]=1)[NH2:28]. The catalyst is C(O)(C)C. The product is [N:32]1[C:31]2[CH2:35][CH2:36][CH2:37][CH2:38][CH2:39][CH2:40][C:30]=2[C:29]([N:27]2[C:1]([NH2:2])=[N:3][C:4]([NH:12][C:13]3[CH:14]=[CH:15][C:16]([O:19][CH2:20][CH2:21][N:22]4[CH2:23][CH2:24][CH2:25][CH2:26]4)=[CH:17][CH:18]=3)=[N:28]2)=[N:34][CH:33]=1. The yield is 0.780. (2) The reactants are [Si]([O:8][CH2:9][C:10]1([CH3:34])[S:16][CH2:15][CH2:14][N:13]2[C:17]([C:20]3([C:23]4[CH:28]=[CH:27][C:26]([C:29]5[O:30][CH:31]=[CH:32][N:33]=5)=[CH:25][CH:24]=4)[CH2:22][CH2:21]3)=[N:18][N:19]=[C:12]2[CH2:11]1)(C(C)(C)C)(C)C.Cl. The catalyst is CO. The product is [CH3:34][C:10]1([CH2:9][OH:8])[S:16][CH2:15][CH2:14][N:13]2[C:17]([C:20]3([C:23]4[CH:24]=[CH:25][C:26]([C:29]5[O:30][CH:31]=[CH:32][N:33]=5)=[CH:27][CH:28]=4)[CH2:22][CH2:21]3)=[N:18][N:19]=[C:12]2[CH2:11]1. The yield is 0.870.